From a dataset of Reaction yield outcomes from USPTO patents with 853,638 reactions. Predict the reaction yield, written as a fraction of the theoretical maximum amount of product (1.0 means a 100% yield; for example, 0.34 means a 34% yield). The reactants are [N+:1]([C:4]1[CH:12]=[CH:11][CH:10]=[CH:9][C:5]=1[C:6](Cl)=[O:7])([O-:3])=[O:2].C[Si](C)(C)[O:15][C:16]([CH3:21])=[CH:17][C:18](=[O:20])[CH3:19]. No catalyst specified. The product is [N+:1]([C:4]1[CH:12]=[CH:11][CH:10]=[CH:9][C:5]=1[C:6]([CH:17]([C:18](=[O:20])[CH3:19])[C:16](=[O:15])[CH3:21])=[O:7])([O-:3])=[O:2]. The yield is 0.200.